From a dataset of Forward reaction prediction with 1.9M reactions from USPTO patents (1976-2016). Predict the product of the given reaction. (1) Given the reactants [OH:1][CH:2]([C:4]1[CH:9]=[CH:8][C:7]([C:10]#[C:11][C:12]2[CH:37]=[CH:36][C:15]([C:16]([N:18]([CH3:35])[C@:19]([CH3:34])([C:24]([NH:26][O:27]C3CCCCO3)=[O:25])[C:20]([NH:22][CH3:23])=[O:21])=[O:17])=[CH:14][CH:13]=2)=[CH:6][CH:5]=1)[CH3:3].CO.O.C1(C)C=CC(S(O)(=O)=O)=CC=1.C(=O)([O-])O.[Na+], predict the reaction product. The product is: [OH:27][NH:26][C:24](=[O:25])[C@:19]([N:18]([C:16](=[O:17])[C:15]1[CH:36]=[CH:37][C:12]([C:11]#[C:10][C:7]2[CH:6]=[CH:5][C:4]([CH:2]([OH:1])[CH3:3])=[CH:9][CH:8]=2)=[CH:13][CH:14]=1)[CH3:35])([CH3:34])[C:20]([NH:22][CH3:23])=[O:21]. (2) Given the reactants [N:1]([C:4]1[CH:9]=[CH:8][CH:7]=[CH:6][C:5]=1[CH3:10])=[C:2]=[S:3].[NH2:11][CH2:12][CH2:13][CH2:14][N:15]1[CH2:20][CH2:19][CH:18]([C:21]2[CH:22]=[C:23]([NH:27][C:28](=[O:32])[CH:29]([CH3:31])[CH3:30])[CH:24]=[CH:25][CH:26]=2)[CH2:17][CH2:16]1, predict the reaction product. The product is: [CH3:30][CH:29]([CH3:31])[C:28]([NH:27][C:23]1[CH:24]=[CH:25][CH:26]=[C:21]([CH:18]2[CH2:17][CH2:16][N:15]([CH2:14][CH2:13][CH2:12][NH:11][C:2]([NH:1][C:4]3[C:5]([CH3:10])=[CH:6][CH:7]=[CH:8][CH:9]=3)=[S:3])[CH2:20][CH2:19]2)[CH:22]=1)=[O:32]. (3) Given the reactants [CH3:1][O:2][C:3]([C:5]1[C:9]([N+:10]([O-:12])=[O:11])=[CH:8][NH:7][N:6]=1)=[O:4].C(=O)([O-])[O-].[Cs+].[Cs+].Br[CH2:20][CH2:21][C:22]1[CH:27]=[CH:26][CH:25]=[CH:24][CH:23]=1, predict the reaction product. The product is: [CH3:1][O:2][C:3]([C:5]1[N:6]([CH2:20][CH2:21][C:22]2[CH:27]=[CH:26][CH:25]=[CH:24][CH:23]=2)[N:7]=[CH:8][C:9]=1[N+:10]([O-:12])=[O:11])=[O:4]. (4) Given the reactants [NH2:1][C:2]1[S:3][C:4]([C:8]2[N:9]=[C:10]([CH2:13][C:14]#[N:15])[S:11][CH:12]=2)=[C:5]([CH3:7])[N:6]=1.C(N(CC)C(C)C)(C)C.[N:25]([CH2:28][CH2:29][C:30]([O:32][CH2:33][CH3:34])=[O:31])=[C:26]=[O:27], predict the reaction product. The product is: [C:14]([CH2:13][C:10]1[S:11][CH:12]=[C:8]([C:4]2[S:3][C:2]([NH:1][C:26]([NH:25][CH2:28][CH2:29][C:30]([O:32][CH2:33][CH3:34])=[O:31])=[O:27])=[N:6][C:5]=2[CH3:7])[N:9]=1)#[N:15]. (5) Given the reactants CO[C:3]1[CH:19]=[CH:18][C:17](OCCCCC)=[CH:16][C:4]=1[CH2:5][C:6](=[CH:9]N1CCOCC1)[C:7]#[N:8].Cl.N[C:28]1C=[CH:32][CH:31]=[CH:30][CH:29]=1.Cl.[NH2:35][C:36]([NH2:38])=[NH:37].C[CH2:40][O-:41].[Na+].[Na+].[Cl-].CC[OH:47], predict the reaction product. The product is: [NH2:37][C:36]1[N:38]=[C:7]([NH2:8])[C:6]([CH:5]([O:47][CH2:32][CH2:31][CH2:30][CH:29]([O:41][CH3:40])[CH3:28])[C:4]2[CH:3]=[CH:19][CH:18]=[CH:17][CH:16]=2)=[CH:9][N:35]=1.